This data is from Reaction yield outcomes from USPTO patents with 853,638 reactions. The task is: Predict the reaction yield, written as a fraction of the theoretical maximum amount of product (1.0 means a 100% yield; for example, 0.34 means a 34% yield). (1) The reactants are [Br:1][C:2]1[N:6]2[CH:7]=[C:8]([C:15]3[CH:19]=[CH:18][O:17][CH:16]=3)[CH:9]=[C:10]([C:11]([F:14])([F:13])[F:12])[C:5]2=[N:4][C:3]=1[C:20](O)=[O:21].Cl.[NH:24]1[CH2:29][CH2:28][CH:27]([N:30]2[C:34](=[O:35])[CH2:33][O:32][C:31]2=[O:36])[CH2:26][CH2:25]1.CN(C(ON1N=NC2C=CC=NC1=2)=[N+](C)C)C.F[P-](F)(F)(F)(F)F.CCN(C(C)C)C(C)C. The catalyst is CN(C)C=O.CO.CCOCC.C(OCC)(=O)C. The product is [Br:1][C:2]1[N:6]2[CH:7]=[C:8]([C:15]3[CH:19]=[CH:18][O:17][CH:16]=3)[CH:9]=[C:10]([C:11]([F:12])([F:13])[F:14])[C:5]2=[N:4][C:3]=1[C:20]([N:24]1[CH2:25][CH2:26][CH:27]([N:30]2[C:34](=[O:35])[CH2:33][O:32][C:31]2=[O:36])[CH2:28][CH2:29]1)=[O:21]. The yield is 0.930. (2) The reactants are [C:1]([O:4][C@@H:5]1[O:27][C@H:26]([CH2:28][O:29]C(=O)C2C=CC=CC=2)[C@@H:16]([O:17]C(=O)C2C=CC=CC=2)[C@H:6]1[O:7]C(=O)C1C=CC=CC=1)(=O)[CH3:2].[F:38][C:39]([F:51])([F:50])[C:40]([NH:42][C:43]1[CH:44]=C(O)C=[CH:47][CH:48]=1)=[O:41].B(F)(F)F.ClCCl. The catalyst is O1CCCC1. The product is [O:4]([C:1]1[CH:2]=[CH:47][CH:48]=[C:43]([NH:42][C:40](=[O:41])[C:39]([F:51])([F:38])[F:50])[CH:44]=1)[C@@H:5]1[O:27][C@H:26]([CH2:28][OH:29])[C@@H:16]([OH:17])[C@H:6]1[OH:7]. The yield is 0.210. (3) The reactants are [CH3:1][O:2][C:3]1[CH:4]=[C:5]2[C:10](=[CH:11][CH:12]=1)[C@@H:9]([CH2:13][CH2:14][O:15][Si](C(C)(C)C)(C)C)[NH:8][CH2:7][CH2:6]2.[F:23][C:24]([F:29])([F:28])[C:25]([NH2:27])=[O:26].F.O.C(=O)([O-])O.[Na+]. The catalyst is C(#N)C. The product is [CH3:1][O:2][C:3]1[CH:4]=[C:5]2[C:10](=[CH:11][CH:12]=1)[C@@H:9]([CH2:13][CH2:14][OH:15])[NH:8][CH2:7][CH2:6]2.[F:23][C:24]([F:29])([F:28])[C:25]([NH2:27])=[O:26]. The yield is 0.790. (4) The reactants are [CH3:1][O:2][C:3]1[CH:4]=[C:5]([CH:40]=[CH:41][CH:42]=1)[CH2:6][N:7]1[CH:11]=[C:10]([C:12]2[C:20]3[C:15](=[N:16][CH:17]=[C:18]([C:21]4[CH:26]=[CH:25][C:24]([CH:27]5[CH2:32][CH2:31][N:30](C(OC(C)(C)C)=O)[CH2:29][CH2:28]5)=[CH:23][CH:22]=4)[CH:19]=3)[NH:14][CH:13]=2)[CH:9]=[N:8]1. The catalyst is C(O)(C(F)(F)F)=O.C1(C)C=CC=CC=1. The product is [CH3:1][O:2][C:3]1[CH:4]=[C:5]([CH:40]=[CH:41][CH:42]=1)[CH2:6][N:7]1[CH:11]=[C:10]([C:12]2[C:20]3[C:15](=[N:16][CH:17]=[C:18]([C:21]4[CH:22]=[CH:23][C:24]([CH:27]5[CH2:28][CH2:29][NH:30][CH2:31][CH2:32]5)=[CH:25][CH:26]=4)[CH:19]=3)[NH:14][CH:13]=2)[CH:9]=[N:8]1. The yield is 0.162. (5) The reactants are [CH:1]([N:14]1[CH2:17][C:16](=[N:18][NH:19][C:20]([O:22][C:23]([CH3:26])([CH3:25])[CH3:24])=[O:21])[CH2:15]1)([C:8]1[CH:13]=[CH:12][CH:11]=[CH:10][CH:9]=1)[C:2]1[CH:7]=[CH:6][CH:5]=[CH:4][CH:3]=1.C([BH3-])#N.[Na+]. The catalyst is C(O)(=O)C. The product is [CH:1]([N:14]1[CH2:17][CH:16]([NH:18][NH:19][C:20]([O:22][C:23]([CH3:26])([CH3:25])[CH3:24])=[O:21])[CH2:15]1)([C:8]1[CH:13]=[CH:12][CH:11]=[CH:10][CH:9]=1)[C:2]1[CH:3]=[CH:4][CH:5]=[CH:6][CH:7]=1. The yield is 0.940. (6) The catalyst is C(Cl)(Cl)Cl.CO. The product is [CH:19]([C:18]1[C:13]([C:11]([C:6]2[CH:5]=[C:4]([CH:9]=[C:8]([CH3:10])[CH:7]=2)[CH:3]=[O:2])=[O:12])=[N:14][C:15]([O:24][CH3:25])=[N:16][C:17]=1[O:22][CH3:23])([CH3:21])[CH3:20]. The reactants are C[O:2][CH:3](OC)[C:4]1[CH:5]=[C:6]([C:11]([C:13]2[C:18]([CH:19]([CH3:21])[CH3:20])=[C:17]([O:22][CH3:23])[N:16]=[C:15]([O:24][CH3:25])[N:14]=2)=[O:12])[CH:7]=[C:8]([CH3:10])[CH:9]=1.Cl. The yield is 0.840.